Dataset: Full USPTO retrosynthesis dataset with 1.9M reactions from patents (1976-2016). Task: Predict the reactants needed to synthesize the given product. (1) Given the product [C:1]([C:17]1[C:25]2[C:20](=[N:21][CH:22]=[C:23]([C:26]([OH:28])=[O:27])[CH:24]=2)[NH:19][CH:18]=1)(=[O:3])[NH2:2], predict the reactants needed to synthesize it. The reactants are: [C:1](C1C2C(=CC(C(O)=O)=CC=2)NN=1)(=[O:3])[NH2:2].I[C:17]1[C:25]2[C:20](=[N:21][CH:22]=[C:23]([C:26]([O:28]C)=[O:27])[CH:24]=2)[N:19](C(OC(C)(C)C)=O)[CH:18]=1. (2) Given the product [NH2:44][C@H:34]([C:33]([N:29]1[C@H:28]([C:53](=[O:65])[NH:54][C@H:55]2[C:64]3[C:59](=[CH:60][CH:61]=[CH:62][CH:63]=3)[CH2:58][CH2:57][CH2:56]2)[CH2:27][C:26]2[C:31](=[CH:32][C:23]([C@H:7]3[CH2:8][C@@H:9]([C:10](=[O:22])[NH:11][C@H:12]4[C:21]5[C:16](=[CH:17][CH:18]=[CH:19][CH:20]=5)[CH2:15][CH2:14][CH2:13]4)[N:5]([C:3](=[O:4])[C@@H:2]([NH2:1])[C:66]([CH3:69])([CH3:68])[CH3:67])[CH2:6]3)=[CH:24][CH:25]=2)[CH2:30]1)=[O:52])[C:35]([S:38][CH2:39][C:40]([O:42][CH3:43])=[O:41])([CH3:37])[CH3:36], predict the reactants needed to synthesize it. The reactants are: [NH2:1][C@@H:2]([C:66]([CH3:69])([CH3:68])[CH3:67])[C:3]([N:5]1[C@H:9]([C:10](=[O:22])[NH:11][C@H:12]2[C:21]3[C:16](=[CH:17][CH:18]=[CH:19][CH:20]=3)[CH2:15][CH2:14][CH2:13]2)[CH2:8][C@H:7]([C:23]2[CH:32]=[C:31]3[C:26]([CH2:27][C@@H:28]([C:53](=[O:65])[NH:54][C@H:55]4[C:64]5[C:59](=[CH:60][CH:61]=[CH:62][CH:63]=5)[CH2:58][CH2:57][CH2:56]4)[N:29]([C:33](=[O:52])[C@@H:34]([NH:44]C(OC(C)(C)C)=O)[C:35]([S:38][CH2:39][C:40]([O:42][CH3:43])=[O:41])([CH3:37])[CH3:36])[CH2:30]3)=[CH:25][CH:24]=2)[CH2:6]1)=[O:4].C(O)(C(F)(F)F)=O.